This data is from Ames mutagenicity test results for genotoxicity prediction. The task is: Regression/Classification. Given a drug SMILES string, predict its toxicity properties. Task type varies by dataset: regression for continuous values (e.g., LD50, hERG inhibition percentage) or binary classification for toxic/non-toxic outcomes (e.g., AMES mutagenicity, cardiotoxicity, hepatotoxicity). Dataset: ames. The result is 0 (non-mutagenic). The drug is O=C(O)c1cc(Cl)cc(Cl)c1.